Dataset: NCI-60 drug combinations with 297,098 pairs across 59 cell lines. Task: Regression. Given two drug SMILES strings and cell line genomic features, predict the synergy score measuring deviation from expected non-interaction effect. (1) Drug 1: C1C(C(OC1N2C=NC(=NC2=O)N)CO)O. Drug 2: CC12CCC3C(C1CCC2OP(=O)(O)O)CCC4=C3C=CC(=C4)OC(=O)N(CCCl)CCCl.[Na+]. Cell line: U251. Synergy scores: CSS=5.76, Synergy_ZIP=-0.757, Synergy_Bliss=-0.903, Synergy_Loewe=-7.93, Synergy_HSA=-7.07. (2) Drug 1: C1CN1P(=S)(N2CC2)N3CC3. Drug 2: CC1=C(C(=O)C2=C(C1=O)N3CC4C(C3(C2COC(=O)N)OC)N4)N. Cell line: UACC-257. Synergy scores: CSS=13.9, Synergy_ZIP=-3.56, Synergy_Bliss=1.81, Synergy_Loewe=-5.43, Synergy_HSA=2.10.